Dataset: Reaction yield outcomes from USPTO patents with 853,638 reactions. Task: Predict the reaction yield, written as a fraction of the theoretical maximum amount of product (1.0 means a 100% yield; for example, 0.34 means a 34% yield). (1) The reactants are [O:1]1[C:5]2[CH:6]=[CH:7][C:8]([C:10]3[CH:11]=[C:12]([CH:16]=[C:17]([O:19]CC4C=CC=CC=4)[CH:18]=3)[C:13]([OH:15])=O)=[CH:9][C:4]=2[O:3][CH2:2]1.C1CN([P+](Br)(N2CCCC2)N2CCCC2)CC1.F[P-](F)(F)(F)(F)F.[NH2:51][C:52]1[CH:57]=[CH:56][CH:55]=[CH:54][CH:53]=1.C(N(CC)CC)C. The catalyst is ClCCl. The product is [O:1]1[C:5]2[CH:6]=[CH:7][C:8]([C:10]3[CH:11]=[C:12]([CH:16]=[C:17]([OH:19])[CH:18]=3)[C:13]([NH:51][C:52]3[CH:57]=[CH:56][CH:55]=[CH:54][CH:53]=3)=[O:15])=[CH:9][C:4]=2[O:3][CH2:2]1. The yield is 0.760. (2) The reactants are Cl[C:2]1[N:7]=[C:6]([C:8]([F:11])([F:10])[F:9])[C:5]([C:12]([O:14][CH2:15][CH3:16])=[O:13])=[CH:4][N:3]=1.[Cl:17][C:18]1[CH:19]=[C:20]([C:26]2([C:31]([F:34])([F:33])[F:32])[CH2:30][CH2:29][NH:28][CH2:27]2)[CH:21]=[C:22]([Cl:25])[C:23]=1[Cl:24].C(=O)([O-])[O-].[K+].[K+]. The catalyst is CN(C)C=O. The product is [Cl:17][C:18]1[CH:19]=[C:20]([C:26]2([C:31]([F:34])([F:33])[F:32])[CH2:30][CH2:29][N:28]([C:2]3[N:7]=[C:6]([C:8]([F:11])([F:10])[F:9])[C:5]([C:12]([O:14][CH2:15][CH3:16])=[O:13])=[CH:4][N:3]=3)[CH2:27]2)[CH:21]=[C:22]([Cl:25])[C:23]=1[Cl:24]. The yield is 0.950. (3) The reactants are [CH:1]1[C:11]2[CH:10]([O:12][CH2:13][CH2:14][OH:15])[C:9]3[CH:16]=[CH:17][CH:18]=[CH:19][C:8]=3[CH2:7][O:6][C:5]=2[CH:4]=[CH:3][CH:2]=1.C(P(CCCC)CCCC)CCC.[CH2:33]([O:35][C:36](=[O:49])[CH:37]([O:46][CH2:47][CH3:48])[CH2:38][C:39]1[CH:44]=[CH:43][C:42](O)=[CH:41][CH:40]=1)[CH3:34].C1CCN(C(N=NC(N2CCCCC2)=O)=O)CC1. The catalyst is C1C=CC=CC=1.CCCCCCC. The product is [CH2:33]([O:35][C:36](=[O:49])[CH:37]([O:46][CH2:47][CH3:48])[CH2:38][C:39]1[CH:44]=[CH:43][C:42]([O:15][CH2:14][CH2:13][O:12][CH:10]2[C:9]3[CH:16]=[CH:17][CH:18]=[CH:19][C:8]=3[CH2:7][O:6][C:5]3[CH:4]=[CH:3][CH:2]=[CH:1][C:11]2=3)=[CH:41][CH:40]=1)[CH3:34]. The yield is 0.370.